Dataset: Experimentally validated miRNA-target interactions with 360,000+ pairs, plus equal number of negative samples. Task: Binary Classification. Given a miRNA mature sequence and a target amino acid sequence, predict their likelihood of interaction. (1) The miRNA is hsa-miR-548aw with sequence GUGCAAAAGUCAUCACGGUU. The protein sequence of the target gene is MLVLLAFIIAFHITSAALLFIATVDNAWWVGDEFFADVWRICTNNTNCTVINDSFQEYSTLQAVQATMILSTILCCIAFFIFVLQLFRLKQGERFVLTSIIQLMSCLCVMIAASIYTDRREDIHDKNAKFYPVTREGSYGYSYILAWVAFACTFISGMMYLILRKRK. Result: 1 (interaction). (2) The miRNA is hsa-miR-181b-2-3p with sequence CUCACUGAUCAAUGAAUGCA. The protein sequence of the target gene is MSETSFNLISEKCDILSILRDHPENRIYRRKIEELSKRFTAIRKTKGDGNCFYRALGYSYLESLLGKSREIFKFKERVLQTPNDLLAAGFEEHKFRNFFNAFYSVVELVEKDGSVSSLLKVFNDQSASDHIVQFLRLLTSAFIRNRADFFRHFIDEEMDIKDFCTHEVEPMATECDHIQITALSQALSIALQVEYVDEMDTALNHHVFPEAATPSVYLLYKTSHYNILYAADKH. Result: 1 (interaction). (3) The miRNA is hsa-miR-4790-3p with sequence UGAAUGGUAAAGCGAUGUCACA. The protein sequence of the target gene is MSRSSPRALPPGALPRPLPAAPAAVQRALLPPWPRRAGRRWPASPLGMKVFRRKALVLCAGYALLLVLTMLNLLDYKWHKEPLQQCNPDGPLGAAVGAAGAGWGRPGSPPAAPPRAHSRMDPRTPYRPPAAGVGAVPAAAAGSAGAAASLGNATRGTRGGGDKRQLVYVFTTWRSGSSFFGELFNQNPEVFFLYEPVWHVWQKLYPGDAVSLQGAARDMLSALYRCDLSVFQLYSPAGSGGRNLTTLGIFGAATNKVVCSSPLCPAYRKEVVGLVDDRVCKKCPPQRLARFEEECRKYRT.... Result: 0 (no interaction). (4) The miRNA is hsa-miR-6810-3p with sequence UCCCCUGCUCCCUUGUUCCCCAG. The protein sequence of the target gene is MESNLQGTFLLNNTPLAQFPEMKAPVCQYSVQNSFYKLSPPGLGPQLAAGTPHGITDILSRPVAAPNNSLLSGYPHVAGFGGLSSQGVYYSPQVGNFSKAGNEYPTRTRNCWADTGQDWRGGRQCSNTPDPLSDSIHKKKHTRPTFTGHQIFALEKTFEQTKYLAGPERARLAYSLGMTESQVKVWFQNRRTKWRKKSALEPSSSTPRAPGGAGAGAGGDRAPSENEDDEYNKPLDPDSDDEKIRLLLRKHRAAFSVLSLGAHSV. Result: 1 (interaction). (5) The miRNA is hsa-miR-489-5p with sequence GGUCGUAUGUGUGACGCCAUUU. The protein sequence of the target gene is MEPELEHTLPGTLTWSHSGGPESQEMDFLEQGENSWPSPAVATSSERTCAIRGVKASRWTRQEAVEEAEPPGLGEGAQSRPAAESTRQEATFPKATPLAQAVPLAEAETSPTGWDLLLPDCAASAGGSSTGDLELTIEFPAPEAWDCELEGLGKDRPRPGPSPQAPLLGLSWDDELQKPGAQVYMHFMQEHTCYDAMATSSKLVIFDTTLEIKKAFFAMVANGVRAAPLWDSKKQSFVGMLTITDFILVLHRYYRSPLVQIYEIEEHKIETWREIYLQGCFKPLVSISPNDSLFEAVYAL.... Result: 0 (no interaction). (6) The miRNA is hsa-miR-4712-5p with sequence UCCAGUACAGGUCUCUCAUUUC. The protein sequence of the target gene is MQTQHTKVTQTHFLLWILLLCMPFGKSHTEEDFIITTKTGRVRGLSMPVLGGTVTAFLGIPYAQPPLGSLRFKKPQPLNKWPDIHNATQYANSCYQNIDQAFPGFQGSEMWNPNTNLSEDCLYLNVWIPVPKPKNATVMVWIYGGGFQTGTSSLPVYDGKFLARVERVIVVSMNYRVGALGFLAFPGNPDAPGNMGLFDQQLALQWVQRNIAAFGGNPKSITIFGESAGAASVSLHLLCPQSYPLFTRAILESGSSNAPWAVKHPEEARNRTLTLAKFTGCSKENEMEMIKCLRSKDPQE.... Result: 0 (no interaction). (7) The miRNA is hsa-miR-152-3p with sequence UCAGUGCAUGACAGAACUUGG. The protein sequence of the target gene is MSASLVRATVRAVSKRKLQPTRAALTLTPSAVNKIKQLLKDKPEHVGVKVGVRTRGCNGLSYTLEYTKTKGDSDEEVIQDGVRVFIEKKAQLTLLGTEMDYVEDKLSSEFVFNNPNIKGTCGCGESFNI. Result: 0 (no interaction).